This data is from Forward reaction prediction with 1.9M reactions from USPTO patents (1976-2016). The task is: Predict the product of the given reaction. (1) Given the reactants [CH3:1][O:2][C:3]1[CH:8]=[C:7]([O:9][CH3:10])[CH:6]=[CH:5][C:4]=1[CH:11]1[S:17][C:16]([CH3:19])([CH3:18])[CH:15]([C:20](O)=[O:21])[N:14]=[C:13]([C:23]2[C:24](=[O:31])[O:25][C:26]([CH3:30])=[CH:27][C:28]=2[OH:29])[CH2:12]1.CN1CCOCC1.C1CN([P+](ON2N=NC3C=CC=CC2=3)(N2CCCC2)N2CCCC2)CC1.F[P-](F)(F)(F)(F)F.[C:72]([O:76][C:77](=[O:81])[CH:78]([NH2:80])[CH3:79])([CH3:75])([CH3:74])[CH3:73], predict the reaction product. The product is: [C:72]([O:76][C:77](=[O:81])[CH:78]([NH:80][C:20]([CH:15]1[N:14]=[C:13]([C:23]2[C:24](=[O:31])[O:25][C:26]([CH3:30])=[CH:27][C:28]=2[OH:29])[CH2:12][CH:11]([C:4]2[CH:5]=[CH:6][C:7]([O:9][CH3:10])=[CH:8][C:3]=2[O:2][CH3:1])[S:17][C:16]1([CH3:18])[CH3:19])=[O:21])[CH3:79])([CH3:75])([CH3:74])[CH3:73]. (2) Given the reactants [N+:1]([C:4]1[CH:5]=[CH:6][C:7](Cl)=[N:8][CH:9]=1)([O-])=O.[C:11]([NH:18][CH:19]1[CH2:24][CH2:23][NH:22][CH2:21][CH2:20]1)([O:13][C:14]([CH3:17])([CH3:16])[CH3:15])=[O:12], predict the reaction product. The product is: [NH2:1][C:4]1[CH:5]=[CH:6][C:7]([N:22]2[CH2:21][CH2:20][CH:19]([NH:18][C:11](=[O:12])[O:13][C:14]([CH3:16])([CH3:15])[CH3:17])[CH2:24][CH2:23]2)=[N:8][CH:9]=1. (3) Given the reactants Cl.CN[C:4]1[CH:12]=[CH:11][CH:10]=[C:9]2[C:5]=1[CH2:6][N:7]([CH:14]1[CH2:19][CH2:18][C:17](=[O:20])[NH:16][C:15]1=[O:21])[C:8]2=[O:13].[C:22]1([N:32]=[C:33]=[O:34])[C:31]2[C:26](=[CH:27][CH:28]=[CH:29][CH:30]=2)[CH:25]=[CH:24][CH:23]=1.[CH:35]([N:38](C(C)C)[CH2:39]C)(C)C, predict the reaction product. The product is: [O:21]=[C:15]1[CH:14]([N:7]2[CH2:6][C:5]3[C:9](=[CH:10][CH:11]=[CH:12][C:4]=3[CH2:35][N:38]([CH3:39])[C:33]([NH:32][C:22]3[C:31]4[C:26](=[CH:27][CH:28]=[CH:29][CH:30]=4)[CH:25]=[CH:24][CH:23]=3)=[O:34])[C:8]2=[O:13])[CH2:19][CH2:18][C:17](=[O:20])[NH:16]1. (4) Given the reactants C([N:8]1[CH2:12][CH2:11][CH:10]([N:13]2[CH:21]=[C:16]3[NH:17][CH2:18][C:19](=[O:20])[N:15]3[CH2:14]2)[CH2:9]1)C1C=CC=CC=1.C([O-])=O.[NH4+], predict the reaction product. The product is: [NH:8]1[CH2:12][CH2:11][CH:10]([N:13]2[CH:21]=[C:16]3[NH:17][CH2:18][C:19](=[O:20])[N:15]3[CH2:14]2)[CH2:9]1.